This data is from Reaction yield outcomes from USPTO patents with 853,638 reactions. The task is: Predict the reaction yield, written as a fraction of the theoretical maximum amount of product (1.0 means a 100% yield; for example, 0.34 means a 34% yield). (1) The reactants are [F:1][C:2]1[C:3]([NH:24][C:25]2[CH:30]=[CH:29][C:28]([I:31])=[CH:27][C:26]=2[F:32])=[C:4]([CH:12]=[C:13](/[CH:16]=[N:17]/[O:18][CH2:19][CH2:20][CH2:21][S:22][CH3:23])[C:14]=1[F:15])[C:5]([NH:7][O:8][CH2:9][CH2:10][OH:11])=[O:6].ClC(Cl)C(O)=O. No catalyst specified. The product is [F:1][C:2]1[C:3]([NH:24][C:25]2[CH:30]=[CH:29][C:28]([I:31])=[CH:27][C:26]=2[F:32])=[C:4]([CH:12]=[C:13]([CH2:16][NH:17][O:18][CH2:19][CH2:20][CH2:21][S:22][CH3:23])[C:14]=1[F:15])[C:5]([NH:7][O:8][CH2:9][CH2:10][OH:11])=[O:6]. The yield is 0.790. (2) The reactants are C1(S([N:10]2[C:14]3[N:15]=[CH:16][N:17]=[C:18](Cl)[C:13]=3[C:12](I)=[CH:11]2)(=O)=O)C=CC=CC=1.[S:21]1[CH:25]=[CH:24][CH:23]=[C:22]1B(O)O.[NH2:29][C:30]1[CH:31]=[C:32]([C:36]#[CH:37])[CH:33]=[CH:34][CH:35]=1. The catalyst is CO. The product is [C:36]([C:32]1[CH:31]=[C:30]([NH:29][C:18]2[C:13]3[C:12]([C:22]4[S:21][CH:25]=[CH:24][CH:23]=4)=[CH:11][NH:10][C:14]=3[N:15]=[CH:16][N:17]=2)[CH:35]=[CH:34][CH:33]=1)#[CH:37]. The yield is 0.400. (3) The reactants are [N:1]1[N:5]2[CH:6]=[CH:7][N:8]=[C:9]([N:10]3[CH2:14][CH2:13][C@H:12]([NH:15]C(=O)OC(C)(C)C)[CH2:11]3)[C:4]2=[CH:3][CH:2]=1.Cl. The catalyst is O1CCOCC1. The product is [N:1]1[N:5]2[CH:6]=[CH:7][N:8]=[C:9]([N:10]3[CH2:14][CH2:13][C@H:12]([NH2:15])[CH2:11]3)[C:4]2=[CH:3][CH:2]=1. The yield is 1.00. (4) The reactants are [Cl:1][C:2]1[CH:3]=[C:4]2[C:9](=[CH:10][C:11]=1[O:12][C:13]1[CH:18]=[CH:17][C:16]([C:19](=[O:31])[NH:20][CH2:21][CH2:22][C:23]3[CH:28]=[CH:27][C:26]([Cl:29])=[CH:25][C:24]=3[Cl:30])=[CH:15][CH:14]=1)[O:8][CH2:7][CH2:6][CH:5]2[C:32]([O:34]CC)=[O:33].CCO.[OH-].[Na+].Cl. The catalyst is C1COCC1.O. The product is [Cl:1][C:2]1[CH:3]=[C:4]2[C:9](=[CH:10][C:11]=1[O:12][C:13]1[CH:18]=[CH:17][C:16]([C:19](=[O:31])[NH:20][CH2:21][CH2:22][C:23]3[CH:28]=[CH:27][C:26]([Cl:29])=[CH:25][C:24]=3[Cl:30])=[CH:15][CH:14]=1)[O:8][CH2:7][CH2:6][CH:5]2[C:32]([OH:34])=[O:33]. The yield is 0.990. (5) The yield is 0.740. The product is [Br:30][CH2:17][CH2:16][CH2:15][C:11]1[CH:10]=[C:9]([NH:8][C:5]2[N:4]=[C:3]([NH:19][CH2:20][C:21]3[CH:22]=[C:23]([OH:27])[CH:24]=[CH:25][CH:26]=3)[C:2]([Cl:1])=[CH:7][N:6]=2)[CH:14]=[CH:13][CH:12]=1. The reactants are [Cl:1][C:2]1[C:3]([NH:19][CH2:20][C:21]2[CH:26]=[CH:25][CH:24]=[C:23]([O:27]C)[CH:22]=2)=[N:4][C:5]([NH:8][C:9]2[CH:10]=[C:11]([CH2:15][CH2:16][CH2:17]O)[CH:12]=[CH:13][CH:14]=2)=[N:6][CH:7]=1.B(Br)(Br)[Br:30].C([O-])(O)=O.[Na+]. The catalyst is C(Cl)Cl.